This data is from Forward reaction prediction with 1.9M reactions from USPTO patents (1976-2016). The task is: Predict the product of the given reaction. (1) Given the reactants [CH2:1]([O:8][C:9]1[C:14]2[CH:15]=[C:16]([C:18](=O)[CH2:19]Br)[O:17][C:13]=2[CH:12]=[C:11]([F:22])[CH:10]=1)[C:2]1[CH:7]=[CH:6][CH:5]=[CH:4][CH:3]=1.[Br:23][C:24]1[S:28][C:27]([NH2:29])=[N:26][N:25]=1, predict the reaction product. The product is: [CH2:1]([O:8][C:9]1[C:14]2[CH:15]=[C:16]([C:18]3[N:29]=[C:27]4[N:26]([CH:19]=3)[N:25]=[C:24]([Br:23])[S:28]4)[O:17][C:13]=2[CH:12]=[C:11]([F:22])[CH:10]=1)[C:2]1[CH:7]=[CH:6][CH:5]=[CH:4][CH:3]=1. (2) Given the reactants I[C:2]1[CH:16]=[CH:15][C:5]([C:6]([NH:8][CH2:9][CH2:10][C:11]([F:14])([F:13])[F:12])=[O:7])=[CH:4][N:3]=1.C([Sn](CCCC)(CCCC)[C:22]([O:24]CC)=[CH2:23])CCC.Cl.C([O-])(O)=O.[Na+], predict the reaction product. The product is: [C:22]([C:2]1[CH:16]=[CH:15][C:5]([C:6]([NH:8][CH2:9][CH2:10][C:11]([F:14])([F:13])[F:12])=[O:7])=[CH:4][N:3]=1)(=[O:24])[CH3:23]. (3) Given the reactants [CH3:1][N:2]1[C:14]2[CH2:13][N:12](C(OC(C)(C)C)=O)[CH2:11][CH2:10][C:9]=2[C:8]2[C:3]1=[CH:4][CH:5]=[CH:6][CH:7]=2.[F:22][C:23]([F:28])([F:27])[C:24]([OH:26])=[O:25], predict the reaction product. The product is: [CH3:1][N:2]1[C:14]2[CH2:13][NH:12][CH2:11][CH2:10][C:9]=2[C:8]2[C:3]1=[CH:4][CH:5]=[CH:6][CH:7]=2.[F:22][C:23]([F:28])([F:27])[C:24]([OH:26])=[O:25]. (4) Given the reactants [CH3:1][O:2][C:3]1[CH:38]=[CH:37][C:6]([CH2:7][N:8]2[C:12]3=[N:13][CH:14]=[CH:15][C:16]([O:17][C:18]4[CH:23]=[CH:22][C:21]([O:24][C:25]5[CH:30]=[CH:29][CH:28]=[CH:27][CH:26]=5)=[CH:20][CH:19]=4)=[C:11]3[C:10]([NH:31][C@@H:32]3[CH2:36][CH2:35][NH:34][CH2:33]3)=[N:9]2)=[CH:5][CH:4]=1.C=O.[BH-](OC(C)=O)(OC(C)=O)O[C:43](C)=O.[Na+], predict the reaction product. The product is: [CH3:1][O:2][C:3]1[CH:4]=[CH:5][C:6]([CH2:7][N:8]2[C:12]3=[N:13][CH:14]=[CH:15][C:16]([O:17][C:18]4[CH:19]=[CH:20][C:21]([O:24][C:25]5[CH:30]=[CH:29][CH:28]=[CH:27][CH:26]=5)=[CH:22][CH:23]=4)=[C:11]3[C:10]([NH:31][C@@H:32]3[CH2:36][CH2:35][N:34]([CH3:43])[CH2:33]3)=[N:9]2)=[CH:37][CH:38]=1. (5) Given the reactants [CH3:1][C:2]1[N:6]=[C:5]([C@H:7]([NH:9]C(=O)OC(C)(C)C)[CH3:8])[O:4][N:3]=1.[ClH:17].COC1CCCC1, predict the reaction product. The product is: [Cl-:17].[CH3:1][C:2]1[N:6]=[C:5]([C@H:7]([NH3+:9])[CH3:8])[O:4][N:3]=1.